From a dataset of Catalyst prediction with 721,799 reactions and 888 catalyst types from USPTO. Predict which catalyst facilitates the given reaction. (1) The catalyst class is: 13. Reactant: [N+:1]([C:4]1[CH:5]=[C:6]([CH:9]=[CH:10][CH:11]=1)[CH:7]=[O:8])([O-:3])=[O:2].C(N(CC)CC)C.[CH3:19][O:20][P:21]([O-:24])[O:22][CH3:23]. Product: [CH3:19][O:20][P:21]([CH:7]([OH:8])[C:6]1[CH:9]=[CH:10][CH:11]=[C:4]([N+:1]([O-:3])=[O:2])[CH:5]=1)(=[O:24])[O:22][CH3:23]. (2) Reactant: Br[C:2]1[CH:3]=[CH:4][C:5]([C:8](=[O:10])[CH3:9])=[N:6][CH:7]=1.[F:11][C:12]1[CH:13]=[C:14]([N:27]2[CH2:31][C@H:30]([CH2:32][N:33]3[CH:37]=[CH:36][N:35]=[N:34]3)[O:29][C:28]2=[O:38])[CH:15]=[CH:16][C:17]=1B1OC(C)(C)C(C)(C)O1.C(=O)([O-])[O-].[Na+].[Na+]. Product: [C:8]([C:5]1[N:6]=[CH:7][C:2]([C:17]2[CH:16]=[CH:15][C:14]([N:27]3[CH2:31][C@H:30]([CH2:32][N:33]4[CH:37]=[CH:36][N:35]=[N:34]4)[O:29][C:28]3=[O:38])=[CH:13][C:12]=2[F:11])=[CH:3][CH:4]=1)(=[O:10])[CH3:9]. The catalyst class is: 18. (3) Reactant: [NH:1]1[CH2:6][CH2:5][C:4](=[N:7][O:8][CH:9]2[CH2:14][CH2:13][N:12]([C:15]([O:17][CH:18]([CH3:20])[CH3:19])=[O:16])[CH2:11][CH2:10]2)[CH2:3][CH2:2]1.CC1(C)[C:28]2[C:23](=[C:24](P([C:23]3[CH:28]=[CH:27][CH:26]=[CH:25][CH:24]=3)[C:23]3[CH:28]=[CH:27][CH:26]=[CH:25][CH:24]=3)[CH:25]=[CH:26][CH:27]=2)O[C:24]2[C:25](P([C:23]3[CH:28]=[CH:27][CH:26]=[CH:25][CH:24]=3)[C:23]3[CH:28]=[CH:27][CH:26]=[CH:25][CH:24]=3)=[CH:26][CH:27]=[CH:28][C:23]1=2.CC([O-])(C)C.[Na+].C1(Br)C=CC=CC=1. Product: [CH:18]([O:17][C:15]([N:12]1[CH2:11][CH2:10][CH:9]([O:8][N:7]=[C:4]2[CH2:3][CH2:2][N:1]([C:23]3[CH:28]=[CH:27][CH:26]=[CH:25][CH:24]=3)[CH2:6][CH2:5]2)[CH2:14][CH2:13]1)=[O:16])([CH3:20])[CH3:19]. The catalyst class is: 187. (4) Reactant: [F:1][CH:2]([F:23])[O:3][C:4]1[C:5]([OH:22])=[C:6]([C:12]2[CH:20]=[CH:19][CH:18]=[C:17]3[C:13]=2[CH2:14][CH2:15][C:16]3=[O:21])[CH:7]=[CH:8][C:9]=1[O:10][CH3:11].C(=O)([O-])[O-].[K+].[K+].[CH2:30](Br)[CH2:31][CH3:32]. Product: [F:1][CH:2]([F:23])[O:3][C:4]1[C:5]([O:22][CH2:30][CH2:31][CH3:32])=[C:6]([C:12]2[CH:20]=[CH:19][CH:18]=[C:17]3[C:13]=2[CH2:14][CH2:15][C:16]3=[O:21])[CH:7]=[CH:8][C:9]=1[O:10][CH3:11]. The catalyst class is: 10. (5) Reactant: [CH:1]1[C:6](N)=[CH:5][CH:4]=[C:3]([O:8]C2C=CC(N)=CC=2)[CH:2]=1.[C:16]1([OH:22])[CH:21]=[CH:20][CH:19]=[CH:18][CH:17]=1.[O:23](C1C=CC(O)=CC=1)C1C=CC(O)=CC=1.C=O. Product: [O:22]([C:4]1[CH:5]=[CH:6][CH:1]=[CH:2][C:3]=1[OH:8])[C:16]1[CH:21]=[CH:20][CH:19]=[CH:18][C:17]=1[OH:23]. The catalyst class is: 11.